This data is from Peptide-MHC class I binding affinity with 185,985 pairs from IEDB/IMGT. The task is: Regression. Given a peptide amino acid sequence and an MHC pseudo amino acid sequence, predict their binding affinity value. This is MHC class I binding data. (1) The peptide sequence is ILMDSIFVST. The MHC is HLA-B35:01 with pseudo-sequence HLA-B35:01. The binding affinity (normalized) is 0.0347. (2) The peptide sequence is RELHLSWEVG. The MHC is HLA-B44:02 with pseudo-sequence HLA-B44:02. The binding affinity (normalized) is 0.804.